The task is: Predict the reactants needed to synthesize the given product.. This data is from Retrosynthesis with 50K atom-mapped reactions and 10 reaction types from USPTO. (1) The reactants are: Nc1c(Cl)ncnc1Cl.Nc1ccccc1Cl. Given the product Nc1c(Cl)ncnc1Nc1ccccc1Cl, predict the reactants needed to synthesize it. (2) Given the product CCOC(=O)c1cc2cc(O)c(Cl)cc2[nH]1, predict the reactants needed to synthesize it. The reactants are: CCOC(=O)c1cc2cc(OC)c(Cl)cc2[nH]1. (3) Given the product OCc1cc2c(F)ccc(F)c2o1, predict the reactants needed to synthesize it. The reactants are: CC(=O)OCc1cc2c(F)ccc(F)c2o1. (4) Given the product CON=C(CC(=O)O)c1ccc(OC)cc1, predict the reactants needed to synthesize it. The reactants are: CCOC(=O)CC(=NOC)c1ccc(OC)cc1. (5) Given the product COc1ccc2cc(-c3ccc(NC(C)=O)c(OC)c3)ccc2c1, predict the reactants needed to synthesize it. The reactants are: CC(=O)Cl.COc1ccc2cc(-c3ccc(N)c(OC)c3)ccc2c1. (6) Given the product COCCN(C)c1c(S(C)(=O)=O)ccc(C(=O)O)c1C, predict the reactants needed to synthesize it. The reactants are: C=O.COCCNc1c(S(C)(=O)=O)ccc(C(=O)O)c1C. (7) Given the product ON=C1CCCc2cc3c(cc21)OCC3, predict the reactants needed to synthesize it. The reactants are: NO.O=C1CCCc2cc3c(cc21)OCC3. (8) Given the product CC1(COc2ccc(-c3ccc(C(C)(C)C(=O)O)cc3)cc2)COC1, predict the reactants needed to synthesize it. The reactants are: CCOC(=O)C(C)(C)c1ccc(-c2ccc(OCC3(C)COC3)cc2)cc1.